From a dataset of Full USPTO retrosynthesis dataset with 1.9M reactions from patents (1976-2016). Predict the reactants needed to synthesize the given product. (1) Given the product [CH2:1]([N:11]1[CH2:12][CH2:13][N:14]2[C:19]([CH:20]=[O:23])=[N:16][CH:15]=[C:9]2[CH2:10]1)[C:2]1[CH:28]=[CH:27][CH:26]=[CH:4][CH:3]=1, predict the reactants needed to synthesize it. The reactants are: [CH2:1]([Li])[CH2:2][CH2:3][CH3:4].N1[C:10]2[N:11]=[CH:12][CH:13]=[N:14][C:9]=2N=C1.[CH3:15][N:16]([CH3:19])C=O.[C:20](=[O:23])([O-])O.[Na+].O1C[CH2:28][CH2:27][CH2:26]1. (2) Given the product [C:27]1([CH2:26][N:21]([CH2:20][C:14]2[CH:19]=[CH:18][CH:17]=[CH:16][CH:15]=2)[CH2:22][CH:23]([OH:24])[CH2:25][N:3]2[CH:4]=[CH:5][CH:6]=[N:7][C:2]2=[O:1])[CH:28]=[CH:29][CH:30]=[CH:31][CH:32]=1, predict the reactants needed to synthesize it. The reactants are: [OH:1][C:2]1[N:7]=[CH:6][CH:5]=[CH:4][N:3]=1.C([O-])([O-])=O.[Na+].[Na+].[C:14]1([CH2:20][N:21]([CH2:26][C:27]2[CH:32]=[CH:31][CH:30]=[CH:29][CH:28]=2)[CH2:22][CH:23]2[CH2:25][O:24]2)[CH:19]=[CH:18][CH:17]=[CH:16][CH:15]=1.O. (3) Given the product [Cl:23][C:20]1[CH:21]=[CH:22][C:17]([C:14]2[N:13]([C:24]3[CH:29]=[CH:28][C:27]([Cl:30])=[CH:26][C:25]=3[Cl:31])[N:12]=[C:11]([C:9]3[S:41][C:5]([CH:1]4[CH2:4][CH2:3][CH2:2]4)=[N:7][N:8]=3)[C:15]=2[CH3:16])=[CH:18][CH:19]=1, predict the reactants needed to synthesize it. The reactants are: [CH:1]1([C:5]([NH:7][NH:8][C:9]([C:11]2[C:15]([CH3:16])=[C:14]([C:17]3[CH:22]=[CH:21][C:20]([Cl:23])=[CH:19][CH:18]=3)[N:13]([C:24]3[CH:29]=[CH:28][C:27]([Cl:30])=[CH:26][C:25]=3[Cl:31])[N:12]=2)=O)=O)[CH2:4][CH2:3][CH2:2]1.COC1C=CC(P2(SP(C3C=CC(OC)=CC=3)(=S)S2)=[S:41])=CC=1.